This data is from Drug-target binding data from BindingDB using IC50 measurements. The task is: Regression. Given a target protein amino acid sequence and a drug SMILES string, predict the binding affinity score between them. We predict pIC50 (pIC50 = -log10(IC50 in M); higher means more potent). Dataset: bindingdb_ic50. (1) The small molecule is O=C1O[C@H]2c3ccccc3C(=O)[C@]23O[C@@H](c2ccccc2)[C@H](C(=O)Nc2ccc(Cl)c(Cl)c2)[C@H]13. The target protein (O95363) has sequence MVGSALRRGAHAYVYLVSKASHISRGHQHQAWGSRPPAAECATQRAPGSVVELLGKSYPQDDHSNLTRKVLTRVGRNLHNQQHHPLWLIKERVKEHFYKQYVGRFGTPLFSVYDNLSPVVTTWQNFDSLLIPADHPSRKKGDNYYLNRTHMLRAHTSAHQWDLLHAGLDAFLVVGDVYRRDQIDSQHYPIFHQLEAVRLFSKHELFAGIKDGESLQLFEQSSRSAHKQETHTMEAVKLVEFDLKQTLTRLMAHLFGDELEIRWVDCYFPFTHPSFEMEINFHGEWLEVLGCGVMEQQLVNSAGAQDRIGWAFGLGLERLAMILYDIPDIRLFWCEDERFLKQFCVSNINQKVKFQPLSKYPAVINDISFWLPSENYAENDFYDLVRTIGGDLVEKVDLIDKFVHPKTHKTSHCYRITYRHMERTLSQREVRHIHQALQEAAVQLLGVEGRF. The pIC50 is 5.6. (2) The drug is CCNc1cc(-n2nc(C(F)(F)F)c3c(-n4cnc(-c5cnn(C)c5)c4)ccnc32)ccc1C(N)=O. The target protein (P07900) has sequence MPEETQTQDQPMEEEEVETFAFQAEIAQLMSLIINTFYSNKEIFLRELISNSSDALDKIRYESLTDPSKLDSGKELHINLIPNKQDRTLTIVDTGIGMTKADLINNLGTIAKSGTKAFMEALQAGADISMIGQFGVGFYSAYLVAEKVTVITKHNDDEQYAWESSAGGSFTVRTDTGEPMGRGTKVILHLKEDQTEYLEERRIKEIVKKHSQFIGYPITLFVEKERDKEVSDDEAEEKEDKEEEKEKEEKESEDKPEIEDVGSDEEEEKKDGDKKKKKKIKEKYIDQEELNKTKPIWTRNPDDITNEEYGEFYKSLTNDWEDHLAVKHFSVEGQLEFRALLFVPRRAPFDLFENRKKKNNIKLYVRRVFIMDNCEELIPEYLNFIRGVVDSEDLPLNISREMLQQSKILKVIRKNLVKKCLELFTELAEDKENYKKFYEQFSKNIKLGIHEDSQNRKKLSELLRYYTSASGDEMVSLKDYCTRMKENQKHIYYITGETKD.... The pIC50 is 6.8. (3) The small molecule is CCc1ccc2c(Sc3ccc(Cl)cc3)c(C(=O)O)[nH]c2c1. The target protein (P20536) has sequence MNSVTVSHAPYTITYHDDWEPVMSQLVEFYNEVASWLLRDETSPIPDKFFIQLKQPLRNKRVCVCGIDPYPKDGTGVPFESPNFTKKSIKEIASSISRLTGVIDYKGYNLNIIDGVIPWNYYLSCKLGETKSHAIYWDKISKLLLQHITKHVSVLYCLGKTDFSNIRAKLESPVTTIVGYHPAARDRQFEKDRSFEIINVLLELDNKVPINWAQGFIY. The pIC50 is 4.4. (4) The small molecule is CN(CCc1ccccc1)C(=O)CC1C(=O)NCCN1Cc1ccccn1. The target protein (Q96RJ0) has sequence MMPFCHNIINISCVKNNWSNDVRASLYSLMVLIILTTLVGNLIVIVSISHFKQLHTPTNWLIHSMATVDFLLGCLVMPYSMVRSAEHCWYFGEVFCKIHTSTDIMLSSASIFHLSFISIDRYYAVCDPLRYKAKMNILVICVMIFISWSVPAVFAFGMIFLELNFKGAEEIYYKHVHCRGGCSVFFSKISGVLTFMTSFYIPGSIMLCVYYRIYLIAKEQARLISDANQKLQIGLEMKNGISQSKERKAVKTLGIVMGVFLICWCPFFICTVMDPFLHYIIPPTLNDVLIWFGYLNSTFNPMVYAFFYPWFRKALKMMLFGKIFQKDSSRCKLFLELSS. The pIC50 is 5.0.